Dataset: Forward reaction prediction with 1.9M reactions from USPTO patents (1976-2016). Task: Predict the product of the given reaction. (1) Given the reactants [Cl:1][C:2]1[C:11]2[C:6](=[CH:7][CH:8]=[C:9]([C:12]([C:20]3[C:21]([CH3:27])=[N:22][C:23]([CH3:26])=[CH:24][CH:25]=3)([OH:19])[C:13]3[N:17]([CH3:18])[N:16]=[N:15][CH:14]=3)[CH:10]=2)[N:5]=[C:4]([O:28][CH3:29])[C:3]=1[C:30]([OH:32])=O.CCN=C=NCCCN(C)C.C1[CH:45]=[CH:46][C:47]2N(O)N=[N:50][C:48]=2C=1.C1(CN)CC1, predict the reaction product. The product is: [Cl:1][C:2]1[C:11]2[C:6](=[CH:7][CH:8]=[C:9]([C:12]([C:20]3[C:21]([CH3:27])=[N:22][C:23]([CH3:26])=[CH:24][CH:25]=3)([OH:19])[C:13]3[N:17]([CH3:18])[N:16]=[N:15][CH:14]=3)[CH:10]=2)[N:5]=[C:4]([O:28][CH3:29])[C:3]=1[C:30]([NH:50][CH2:48][CH:47]1[CH2:45][CH2:46]1)=[O:32]. (2) Given the reactants [OH:1][C:2]([CH3:33])([CH3:32])[CH:3]([NH:15][C:16]([N:18]1[CH2:23][C:22](=[O:24])[NH:21][C:20]2[CH:25]=[C:26]([CH3:31])[C:27]([O:29][CH3:30])=[N:28][C:19]1=2)=[O:17])[C:4]1[CH:9]=[CH:8][C:7]([O:10][C:11]([F:14])([F:13])[F:12])=[CH:6][CH:5]=1, predict the reaction product. The product is: [OH:1][C:2]([CH3:33])([CH3:32])[C@H:3]([NH:15][C:16]([N:18]1[CH2:23][C:22](=[O:24])[NH:21][C:20]2[CH:25]=[C:26]([CH3:31])[C:27]([O:29][CH3:30])=[N:28][C:19]1=2)=[O:17])[C:4]1[CH:9]=[CH:8][C:7]([O:10][C:11]([F:12])([F:14])[F:13])=[CH:6][CH:5]=1.